From a dataset of Peptide-MHC class I binding affinity with 185,985 pairs from IEDB/IMGT. Regression. Given a peptide amino acid sequence and an MHC pseudo amino acid sequence, predict their binding affinity value. This is MHC class I binding data. The peptide sequence is AINGVCWTV. The MHC is HLA-A02:02 with pseudo-sequence HLA-A02:02. The binding affinity (normalized) is 0.833.